Predict the product of the given reaction. From a dataset of Forward reaction prediction with 1.9M reactions from USPTO patents (1976-2016). Given the reactants [F:1][C:2]1[CH:10]=[C:9]2[C:5](/[C:6](=[C:12]3\[O:13][C:14]([CH3:25])([CH3:24])[C:15]([C:17]4[CH:22]=[CH:21][N:20]=[C:19](F)[CH:18]=4)=[CH:16]\3)/[C:7](=[O:11])[NH:8]2)=[CH:4][CH:3]=1.[N:26]1([CH2:32][CH2:33][O:34][CH2:35][CH2:36][OH:37])[CH2:31][CH2:30][NH:29][CH2:28][CH2:27]1.O, predict the reaction product. The product is: [F:1][C:2]1[CH:10]=[C:9]2[C:5](/[C:6](=[C:12]3\[O:13][C:14]([CH3:24])([CH3:25])[C:15]([C:17]4[CH:22]=[CH:21][N:20]=[C:19]([N:29]5[CH2:28][CH2:27][N:26]([CH2:32][CH2:33][O:34][CH2:35][CH2:36][OH:37])[CH2:31][CH2:30]5)[CH:18]=4)=[CH:16]\3)/[C:7](=[O:11])[NH:8]2)=[CH:4][CH:3]=1.